The task is: Predict which catalyst facilitates the given reaction.. This data is from Catalyst prediction with 721,799 reactions and 888 catalyst types from USPTO. Reactant: [C:1]([C:5]1[CH:12]=[CH:11][C:8]([CH:9]=O)=[C:7]([O:13][CH:14]2[CH2:19][CH2:18][N:17]([C:20]([O:22][C:23]([CH3:26])([CH3:25])[CH3:24])=[O:21])[CH2:16][CH2:15]2)[CH:6]=1)([CH3:4])([CH3:3])[CH3:2].[Cl:27][C:28]1[CH:29]=[CH:30][C:31]([NH:34][C:35](=[O:44])[C:36]2[CH:41]=[C:40]([Cl:42])[CH:39]=[CH:38][C:37]=2[NH2:43])=[N:32][CH:33]=1.C1(C)C=CC(S([O-])(=O)=O)=CC=1.[NH+]1C=CC=CC=1.S([O-])([O-])(=O)=O.[Mg+2].[B-][N+](C)(C)C. Product: [C:1]([C:5]1[CH:12]=[CH:11][C:8]([CH2:9][NH:43][C:37]2[CH:38]=[CH:39][C:40]([Cl:42])=[CH:41][C:36]=2[C:35]([NH:34][C:31]2[CH:30]=[CH:29][C:28]([Cl:27])=[CH:33][N:32]=2)=[O:44])=[C:7]([O:13][CH:14]2[CH2:15][CH2:16][N:17]([C:20]([O:22][C:23]([CH3:25])([CH3:26])[CH3:24])=[O:21])[CH2:18][CH2:19]2)[CH:6]=1)([CH3:2])([CH3:3])[CH3:4]. The catalyst class is: 11.